Dataset: Catalyst prediction with 721,799 reactions and 888 catalyst types from USPTO. Task: Predict which catalyst facilitates the given reaction. (1) Reactant: [CH3:1][O:2][C:3](=[O:25])[C:4]([NH:7][C:8]([C:10]1[C:15]([OH:16])=[CH:14][C:13](OS(C(F)(F)F)(=O)=O)=[CH:12][N:11]=1)=[O:9])([CH3:6])[CH3:5].[Cl:26][C:27]1[CH:28]=[C:29](B(O)O)[CH:30]=[CH:31][CH:32]=1.[O-]P([O-])([O-])=O.[K+].[K+].[K+]. Product: [CH3:1][O:2][C:3](=[O:25])[C:4]([NH:7][C:8]([C:10]1[C:15]([OH:16])=[CH:14][C:13]([C:31]2[CH:30]=[CH:29][CH:28]=[C:27]([Cl:26])[CH:32]=2)=[CH:12][N:11]=1)=[O:9])([CH3:6])[CH3:5]. The catalyst class is: 75. (2) Reactant: [Br:1][C:2]1[C:6]2[CH2:7][N:8]([C:11](OC(C)(C)C)=[O:12])[CH2:9][CH2:10][C:5]=2[N:4]([CH:18]2[CH2:21][O:20][CH2:19]2)[N:3]=1.F[C:23](F)(F)C(O)=O.C(N(CC)CC)C.C(OC(=O)C)(=O)C. Product: [Br:1][C:2]1[C:6]2[CH2:7][N:8]([C:11](=[O:12])[CH3:23])[CH2:9][CH2:10][C:5]=2[N:4]([CH:18]2[CH2:21][O:20][CH2:19]2)[N:3]=1. The catalyst class is: 2. (3) Reactant: [Cl:1][C:2]1[C:3]2[CH:10]=[CH:9][NH:8][C:4]=2[N:5]=[CH:6][N:7]=1.[H-].[Na+].[Cl:13][CH2:14][CH2:15][CH:16](OS(C)(=O)=O)[C:17]1[CH:22]=[CH:21][CH:20]=[CH:19][CH:18]=1. Product: [Cl:1][C:2]1[C:3]2[CH:10]=[CH:9][N:8]([CH:16]([C:17]3[CH:22]=[CH:21][CH:20]=[CH:19][CH:18]=3)[CH2:15][CH2:14][Cl:13])[C:4]=2[N:5]=[CH:6][N:7]=1. The catalyst class is: 303. (4) Reactant: [NH2:1][C:2]1[CH:10]=[CH:9][C:8]([C:11]([F:14])([F:13])[F:12])=[CH:7][C:3]=1[C:4]([NH2:6])=[O:5].[OH-].[Na+].[C:17](Cl)(=O)[CH2:18][CH2:19][CH2:20][CH3:21].Cl. Product: [CH2:18]([C:17]1[N:6]=[C:4]([OH:5])[C:3]2[C:2](=[CH:10][CH:9]=[C:8]([C:11]([F:12])([F:13])[F:14])[CH:7]=2)[N:1]=1)[CH2:19][CH2:20][CH3:21]. The catalyst class is: 1. (5) Reactant: Cl.[NH:2]1[CH2:5][CH:4]([CH:6]([C:11]2[CH:12]=[C:13]([N:18]3[CH:22]=[N:21][N:20]=[CH:19]3)[CH:14]=[C:15]([F:17])[CH:16]=2)[C:7]([F:10])([CH3:9])[CH3:8])[CH2:3]1.Br[CH:24]([C:33]1[CH:38]=[CH:37][C:36]([Cl:39])=[CH:35][CH:34]=1)[C:25]1[CH:26]=[C:27]([CH:30]=[CH:31][CH:32]=1)[C:28]#[N:29].C(N(C(C)C)CC)(C)C. Product: [Cl:39][C:36]1[CH:35]=[CH:34][C:33]([CH:24]([N:2]2[CH2:3][CH:4]([CH:6]([C:11]3[CH:12]=[C:13]([N:18]4[CH:19]=[N:20][N:21]=[CH:22]4)[CH:14]=[C:15]([F:17])[CH:16]=3)[C:7]([F:10])([CH3:9])[CH3:8])[CH2:5]2)[C:25]2[CH:26]=[C:27]([CH:30]=[CH:31][CH:32]=2)[C:28]#[N:29])=[CH:38][CH:37]=1. The catalyst class is: 23. (6) The catalyst class is: 21. Product: [C:10]([CH2:9][O:17][C:15](=[O:16])[C:14]1[C:18]([F:23])=[CH:19][C:20]([F:22])=[CH:21][C:13]=1[NH2:12])#[N:11]. Reactant: C(N(CC)CC)C.Cl[CH2:9][C:10]#[N:11].[NH2:12][C:13]1[CH:21]=[C:20]([F:22])[CH:19]=[C:18]([F:23])[C:14]=1[C:15]([OH:17])=[O:16]. (7) Reactant: [CH:1]1([C:4]2[C:5]([N:24]([C:29]3[CH:34]=[CH:33][C:32]([N+:35]([O-])=O)=[C:31]([C:38]([F:41])([F:40])[F:39])[CH:30]=3)[S:25]([CH3:28])(=[O:27])=[O:26])=[CH:6][C:7]3[O:11][C:10]([C:12]4[CH:17]=[CH:16][C:15]([F:18])=[CH:14][CH:13]=4)=[C:9]([C:19]([NH:21][CH3:22])=[O:20])[C:8]=3[CH:23]=2)[CH2:3][CH2:2]1. Product: [NH2:35][C:32]1[CH:33]=[CH:34][C:29]([N:24]([C:5]2[C:4]([CH:1]3[CH2:3][CH2:2]3)=[CH:23][C:8]3[C:9]([C:19]([NH:21][CH3:22])=[O:20])=[C:10]([C:12]4[CH:13]=[CH:14][C:15]([F:18])=[CH:16][CH:17]=4)[O:11][C:7]=3[CH:6]=2)[S:25]([CH3:28])(=[O:27])=[O:26])=[CH:30][C:31]=1[C:38]([F:41])([F:40])[F:39]. The catalyst class is: 19.